This data is from Full USPTO retrosynthesis dataset with 1.9M reactions from patents (1976-2016). The task is: Predict the reactants needed to synthesize the given product. (1) Given the product [Cl:1][C:2]1[CH:3]=[C:4]([CH2:5][C:14]([C:16]2[C:24]3[C:19](=[N:20][CH:21]=[CH:22][CH:23]=3)[N:18]([Si:25]([CH:29]([CH3:31])[CH3:30])([CH:32]([CH3:34])[CH3:33])[CH:26]([CH3:27])[CH3:28])[CH:17]=2)=[O:15])[CH:8]=[CH:9][CH:10]=1, predict the reactants needed to synthesize it. The reactants are: [Cl:1][C:2]1[CH:3]=[C:4]([CH:8]=[CH:9][CH:10]=1)[CH2:5][Mg]Cl.CON(C)[C:14]([C:16]1[C:24]2[C:19](=[N:20][CH:21]=[CH:22][CH:23]=2)[N:18]([Si:25]([CH:32]([CH3:34])[CH3:33])([CH:29]([CH3:31])[CH3:30])[CH:26]([CH3:28])[CH3:27])[CH:17]=1)=[O:15]. (2) Given the product [Cl:20][C:21]1[CH:26]=[CH:25][CH:24]=[CH:23][C:22]=1[O:27][C:2]1[C:7]([C:8]([O:10][CH3:11])=[O:9])=[CH:6][N:5]=[C:4]([C:12]2[CH:17]=[CH:16][C:15]([F:18])=[CH:14][C:13]=2[F:19])[CH:3]=1, predict the reactants needed to synthesize it. The reactants are: Cl[C:2]1[C:7]([C:8]([O:10][CH3:11])=[O:9])=[CH:6][N:5]=[C:4]([C:12]2[CH:17]=[CH:16][C:15]([F:18])=[CH:14][C:13]=2[F:19])[CH:3]=1.[Cl:20][C:21]1[CH:26]=[CH:25][CH:24]=[CH:23][C:22]=1[OH:27]. (3) The reactants are: [C:1]1([N:7]2[CH2:12][CH2:11][NH:10][CH2:9][CH2:8]2)[CH:6]=[CH:5][CH:4]=[CH:3][CH:2]=1.C([O-])([O-])=O.[K+].[K+].Br[CH2:20][CH2:21][N:22]1[C:26](=[O:27])[C:25]2=[CH:28][CH:29]=[CH:30][CH:31]=[C:24]2[C:23]1=[O:32].CCCCCC. Given the product [C:1]1([N:7]2[CH2:12][CH2:11][N:10]([CH2:20][CH2:21][N:22]3[C:23](=[O:32])[C:24]4[C:25](=[CH:28][CH:29]=[CH:30][CH:31]=4)[C:26]3=[O:27])[CH2:9][CH2:8]2)[CH:6]=[CH:5][CH:4]=[CH:3][CH:2]=1, predict the reactants needed to synthesize it. (4) The reactants are: [Br:1][C:2]1[CH:9]=[CH:8][C:7]([O:10][CH3:11])=[CH:6][C:3]=1[CH:4]=O.[CH:12]1([NH2:15])[CH2:14][CH2:13]1.C1(C)C=CC=CC=1.[BH4-].[Na+]. Given the product [Br:1][C:2]1[CH:9]=[CH:8][C:7]([O:10][CH3:11])=[CH:6][C:3]=1[CH2:4][NH:15][CH:12]1[CH2:14][CH2:13]1, predict the reactants needed to synthesize it.